From a dataset of Peptide-MHC class I binding affinity with 185,985 pairs from IEDB/IMGT. Regression. Given a peptide amino acid sequence and an MHC pseudo amino acid sequence, predict their binding affinity value. This is MHC class I binding data. The binding affinity (normalized) is 0.779. The MHC is HLA-B07:02 with pseudo-sequence HLA-B07:02. The peptide sequence is SPLQLRFRM.